Dataset: Forward reaction prediction with 1.9M reactions from USPTO patents (1976-2016). Task: Predict the product of the given reaction. (1) Given the reactants Cl[C:2]1[N:7]=[C:6]([N:8]([CH2:28][CH2:29][CH3:30])[CH2:9][CH2:10][CH2:11][O:12][C:13]2[CH:14]=[C:15]3[C:19](=[CH:20][CH:21]=2)[C@H:18]([CH2:22][C:23]([O:25]CC)=[O:24])[CH2:17][CH2:16]3)[C:5]([CH3:31])=[CH:4][N:3]=1.[CH2:32]([C:34]1[CH:39]=[CH:38][C:37](B(O)O)=[CH:36][CH:35]=1)[CH3:33].C(Cl)Cl.C([O-])([O-])=O.[Na+].[Na+].[Li+].[OH-].Cl, predict the reaction product. The product is: [CH2:32]([C:34]1[CH:39]=[CH:38][C:37]([C:2]2[N:7]=[C:6]([N:8]([CH2:28][CH2:29][CH3:30])[CH2:9][CH2:10][CH2:11][O:12][C:13]3[CH:14]=[C:15]4[C:19](=[CH:20][CH:21]=3)[C@H:18]([CH2:22][C:23]([OH:25])=[O:24])[CH2:17][CH2:16]4)[C:5]([CH3:31])=[CH:4][N:3]=2)=[CH:36][CH:35]=1)[CH3:33]. (2) Given the reactants [NH2:1][C:2]1[CH:10]=[C:9]([F:11])[CH:8]=[CH:7][C:3]=1[C:4]([OH:6])=[O:5].ClCCCl.[F:16][C:17]([F:22])([F:21])[CH2:18][CH:19]=O.C(O[BH-](OC(=O)C)OC(=O)C)(=O)C.[Na+], predict the reaction product. The product is: [F:11][C:9]1[CH:8]=[CH:7][C:3]([C:4]([OH:6])=[O:5])=[C:2]([NH:1][CH2:19][CH2:18][C:17]([F:22])([F:21])[F:16])[CH:10]=1. (3) Given the reactants C([O:5][C:6]([C@:8]1([CH2:38][CH:39]([CH3:41])[CH3:40])[CH2:12][C@H:11]([C:13]2[CH:18]=[C:17]([C:19]#[N:20])[CH:16]=[CH:15][N:14]=2)[C@H:10]([C:21]2[S:25][CH:24]=[N:23][CH:22]=2)[N:9]1[C:26](=[O:37])[C:27]1[CH:32]=[CH:31][C:30]([C:33]([CH3:36])([CH3:35])[CH3:34])=[CH:29][CH:28]=1)=[O:7])(C)(C)C.C(O)(C(F)(F)F)=O, predict the reaction product. The product is: [C:33]([C:30]1[CH:29]=[CH:28][C:27]([C:26]([N:9]2[C@@H:10]([C:21]3[S:25][CH:24]=[N:23][CH:22]=3)[C@@H:11]([C:13]3[CH:18]=[C:17]([C:19]#[N:20])[CH:16]=[CH:15][N:14]=3)[CH2:12][C@@:8]2([CH2:38][CH:39]([CH3:40])[CH3:41])[C:6]([OH:7])=[O:5])=[O:37])=[CH:32][CH:31]=1)([CH3:35])([CH3:34])[CH3:36]. (4) Given the reactants Cl[C:2]1[C:3]([C:10]2[CH:11]=[N:12][C:13]([C:16]([F:19])([F:18])[F:17])=[CH:14][CH:15]=2)=[CH:4][C:5]([C:8]#[N:9])=[N:6][CH:7]=1.[Zn](C)[CH3:21], predict the reaction product. The product is: [CH3:21][C:2]1[C:3]([C:10]2[CH:11]=[N:12][C:13]([C:16]([F:19])([F:18])[F:17])=[CH:14][CH:15]=2)=[CH:4][C:5]([C:8]#[N:9])=[N:6][CH:7]=1. (5) Given the reactants [OH:1][C:2]12[C:13]3[C:8](=[C:9]([N+:14]([O-])=O)[CH:10]=[CH:11][CH:12]=3)[C:7](=[O:17])[C:6]1([NH:18][C:19]([CH:21]1[CH2:23][CH2:22]1)=[O:20])[C:5]1[CH:24]=[CH:25][C:26]([CH:28]([CH3:30])[CH3:29])=[CH:27][C:4]=1[O:3]2, predict the reaction product. The product is: [NH2:14][C:9]1[CH:10]=[CH:11][CH:12]=[C:13]2[C:8]=1[C:7](=[O:17])[C:6]1([NH:18][C:19]([CH:21]3[CH2:23][CH2:22]3)=[O:20])[C:5]3[CH:24]=[CH:25][C:26]([CH:28]([CH3:30])[CH3:29])=[CH:27][C:4]=3[O:3][C:2]12[OH:1].